From a dataset of Forward reaction prediction with 1.9M reactions from USPTO patents (1976-2016). Predict the product of the given reaction. (1) Given the reactants CO.[BH4-].[Na+].[CH3:5][O:6][C:7]1[CH:8]=[CH:9][C:10]2[N:11]([N:13]=[C:14]([C:28]3[CH:33]=[CH:32][C:31]([O:34][CH3:35])=[CH:30][CH:29]=3)[C:15]=2[C:16]([C:18]2[N:23]=[C:22]([C:24]([O:26][CH3:27])=[O:25])[CH:21]=[CH:20][CH:19]=2)=[O:17])[CH:12]=1.[Cl-].[NH4+], predict the reaction product. The product is: [OH:17][CH:16]([C:15]1[C:14]([C:28]2[CH:29]=[CH:30][C:31]([O:34][CH3:35])=[CH:32][CH:33]=2)=[N:13][N:11]2[CH:12]=[C:7]([O:6][CH3:5])[CH:8]=[CH:9][C:10]=12)[C:18]1[N:23]=[C:22]([C:24]([O:26][CH3:27])=[O:25])[CH:21]=[CH:20][CH:19]=1. (2) Given the reactants [Cl-].[NH4+].[Cl:3][C:4]1[N:9]=[C:8]([O:10][C:11]2[CH:20]=[CH:19][C:18]([N+:21]([O-])=O)=[C:17]3[C:12]=2[CH:13]=[CH:14][CH:15]=[N:16]3)[CH:7]=[CH:6][N:5]=1, predict the reaction product. The product is: [Cl:3][C:4]1[N:9]=[C:8]([O:10][C:11]2[CH:20]=[CH:19][C:18]([NH2:21])=[C:17]3[C:12]=2[CH:13]=[CH:14][CH:15]=[N:16]3)[CH:7]=[CH:6][N:5]=1. (3) Given the reactants [CH3:1][C@@:2]([S:14]([CH3:17])(=[O:16])=[O:15])([CH2:6][CH2:7][N:8]1[CH:12]=[C:11]([CH3:13])[CH:10]=[N:9]1)[C:3]([OH:5])=O.CN1CCOCC1.[O:25]1[CH2:30][CH2:29][CH2:28][CH2:27][CH:26]1[O:31][NH2:32].O, predict the reaction product. The product is: [CH3:1][C@@:2]([S:14]([CH3:17])(=[O:16])=[O:15])([CH2:6][CH2:7][N:8]1[CH:12]=[C:11]([CH3:13])[CH:10]=[N:9]1)[C:3]([NH:32][O:31][CH:26]1[CH2:27][CH2:28][CH2:29][CH2:30][O:25]1)=[O:5]. (4) Given the reactants [CH2:1]([O:3][C:4]([C:6]1[CH:11]=[C:10]([C:12]2[N:13]=[C:14]([C:17]3[CH:22]=[CH:21][N:20]=[CH:19][CH:18]=3)[S:15][CH:16]=2)[C:9](=[O:23])[NH:8][C:7]=1[CH2:24][CH2:25][O:26]CC1C=CC=CC=1)=[O:5])[CH3:2].B(Cl)(Cl)Cl, predict the reaction product. The product is: [CH2:1]([O:3][C:4]([C:6]1[CH:11]=[C:10]([C:12]2[N:13]=[C:14]([C:17]3[CH:18]=[CH:19][N:20]=[CH:21][CH:22]=3)[S:15][CH:16]=2)[C:9](=[O:23])[NH:8][C:7]=1[CH2:24][CH2:25][OH:26])=[O:5])[CH3:2]. (5) Given the reactants [Cl:1][C:2]1[CH:11]=[C:10]2[C:5]([C:6](=[O:37])[N:7]([NH:30][C:31]3[CH:36]=[CH:35][CH:34]=[CH:33][CH:32]=3)[C:8]([C@H:12]([NH:15][CH2:16][CH2:17][CH2:18][N:19]3C(=O)C4C(=CC=CC=4)C3=O)[CH2:13][CH3:14])=[N:9]2)=[CH:4][CH:3]=1.[F:38][C:39]1[CH:46]=[CH:45][C:42]([CH:43]=O)=[CH:41][C:40]=1[CH3:47], predict the reaction product. The product is: [NH2:19][CH2:18][CH2:17][CH2:16][N:15]([CH2:43][C:42]1[CH:45]=[CH:46][C:39]([F:38])=[C:40]([CH3:47])[CH:41]=1)[C@@H:12]([C:8]1[N:7]([NH:30][C:31]2[CH:36]=[CH:35][CH:34]=[CH:33][CH:32]=2)[C:6](=[O:37])[C:5]2[C:10](=[CH:11][C:2]([Cl:1])=[CH:3][CH:4]=2)[N:9]=1)[CH2:13][CH3:14]. (6) Given the reactants [NH:1]1[CH2:6][CH2:5][O:4][CH2:3][CH2:2]1.[Br:7][C:8]1[CH:13]=[C:12]([CH3:14])[C:11]([NH:15][C:16]2[N:21]=[C:20](Cl)[N:19]=[C:18]([NH:23][C:24]3[CH:31]=[CH:30][C:27]([C:28]#[N:29])=[CH:26][CH:25]=3)[N:17]=2)=[C:10]([CH3:32])[CH:9]=1, predict the reaction product. The product is: [Br:7][C:8]1[CH:13]=[C:12]([CH3:14])[C:11]([NH:15][C:16]2[N:21]=[C:20]([N:1]3[CH2:6][CH2:5][O:4][CH2:3][CH2:2]3)[N:19]=[C:18]([NH:23][C:24]3[CH:25]=[CH:26][C:27]([C:28]#[N:29])=[CH:30][CH:31]=3)[N:17]=2)=[C:10]([CH3:32])[CH:9]=1.